This data is from Full USPTO retrosynthesis dataset with 1.9M reactions from patents (1976-2016). The task is: Predict the reactants needed to synthesize the given product. (1) Given the product [CH:1]12[CH2:10][CH:5]3[CH2:6][CH:7]([CH2:9][CH:3]([CH2:4]3)[CH:2]1[NH:11][C:12]([C:14]1[CH:15]=[N:16][N:17]([C:20]([CH3:23])([CH3:22])[CH3:21])[C:18]=1[N:24]1[CH2:28][CH2:27][CH2:26][CH2:25]1)=[O:13])[CH2:8]2, predict the reactants needed to synthesize it. The reactants are: [CH:1]12[CH2:10][CH:5]3[CH2:6][CH:7]([CH2:9][CH:3]([CH2:4]3)[CH:2]1[NH:11][C:12]([C:14]1[CH:15]=[N:16][N:17]([C:20]([CH3:23])([CH3:22])[CH3:21])[C:18]=1Cl)=[O:13])[CH2:8]2.[NH:24]1[CH2:28][CH2:27][CH2:26][CH2:25]1. (2) Given the product [CH:1]1([N:7]([P:10]([O:15][CH2:16][CH3:17])([O:12][CH2:13][CH3:14])=[O:11])[CH:8]=[S:27])[CH2:6][CH2:5][CH2:4][CH2:3][CH2:2]1, predict the reactants needed to synthesize it. The reactants are: [CH:1]1([N:7]([P:10]([O:15][CH2:16][CH3:17])([O:12][CH2:13][CH3:14])=[O:11])[CH:8]=O)[CH2:6][CH2:5][CH2:4][CH2:3][CH2:2]1.COC1C=CC(P2(SP(C3C=CC(OC)=CC=3)(=S)S2)=[S:27])=CC=1.C(OCC)(=O)C. (3) Given the product [CH:21]([C:19]1[CH:20]=[C:16]([C:14]([N:11]2[CH2:12][CH2:13][NH:8][C@@H:9]([CH:32]([CH3:34])[CH3:33])[CH2:10]2)=[O:15])[NH:17][C:18]=1[C:24]1[O:25][CH:26]=[C:27]([CH:29]([CH3:31])[CH3:30])[N:28]=1)([CH3:22])[CH3:23], predict the reactants needed to synthesize it. The reactants are: C(OC([N:8]1[CH2:13][CH2:12][N:11]([C:14]([C:16]2[NH:17][C:18]([C:24]3[O:25][CH:26]=[C:27]([CH:29]([CH3:31])[CH3:30])[N:28]=3)=[C:19]([CH:21]([CH3:23])[CH3:22])[CH:20]=2)=[O:15])[CH2:10][C@@H:9]1[CH:32]([CH3:34])[CH3:33])=O)(C)(C)C.C(C(O)=O)(F)(F)F. (4) Given the product [ClH:27].[NH2:7][CH2:8][CH2:9][CH2:10][CH2:11][C:12]1[CH:17]=[CH:16][C:15]([C:18]([NH:19][CH2:20][CH2:21][OH:22])=[O:23])=[CH:14][CH:13]=1, predict the reactants needed to synthesize it. The reactants are: C(OC(=O)[NH:7][CH2:8][CH2:9][CH2:10][CH2:11][C:12]1[CH:17]=[CH:16][C:15]([C:18](=[O:23])[NH:19][CH2:20][CH2:21][OH:22])=[CH:14][CH:13]=1)(C)(C)C.CO.[ClH:27].